This data is from Forward reaction prediction with 1.9M reactions from USPTO patents (1976-2016). The task is: Predict the product of the given reaction. (1) Given the reactants [NH2:1][C@H:2]([C:4]([OH:6])=O)[CH3:3].CC1(C)N=C(/C=[CH:14]/[C:15]2[CH:20]=CC=C[CH:16]=2)OC1.Cl.CNC.[C:26]([O-:29])(=[O:28])C.[Na+].C([BH3-])#N.[Na+], predict the reaction product. The product is: [C:15]([O:29][C:26]([NH:1][C@@H:2]([CH3:3])[CH:4]=[O:6])=[O:28])([CH3:14])([CH3:16])[CH3:20]. (2) Given the reactants [OH:1][C:2]1[CH:10]=[CH:9][C:8]([I:11])=[CH:7][C:3]=1[C:4]([OH:6])=O.[CH3:12][O:13][C:14]1[CH:15]=[C:16]2[C:21](=[CH:22][C:23]=1[O:24][CH3:25])[CH2:20][N:19]([CH2:26][CH2:27][CH2:28][CH2:29][NH:30]C(=O)C1C=C(C)C=CC=1O)[CH2:18][CH2:17]2, predict the reaction product. The product is: [CH3:12][O:13][C:14]1[CH:15]=[C:16]2[C:21](=[CH:22][C:23]=1[O:24][CH3:25])[CH2:20][N:19]([CH2:26][CH2:27][CH2:28][CH2:29][NH:30][C:4](=[O:6])[C:3]1[CH:7]=[C:8]([I:11])[CH:9]=[CH:10][C:2]=1[OH:1])[CH2:18][CH2:17]2. (3) Given the reactants BrC1N=CC(C(N2CCN(C3C(C)=CC(C)=CN=3)CC2)=O)=CC=1.C(C1CN(CC2C=CC(OC)=CC=2)C(=O)N1)C.[CH3:41][C:42]1[C:43]([N:49]2[CH2:54][CH2:53][N:52]([C:55]([C:57]3[CH:58]=[CH:59][C:60]([N:63]4[CH:67]([CH2:68][CH3:69])[CH2:66][N:65](CC5C=CC(OC)=CC=5)[C:64]4=[O:79])=[N:61][CH:62]=3)=[O:56])[CH2:51][CH2:50]2)=[N:44][CH:45]=[C:46]([CH3:48])[CH:47]=1, predict the reaction product. The product is: [CH3:41][C:42]1[C:43]([N:49]2[CH2:50][CH2:51][N:52]([C:55]([C:57]3[CH:58]=[CH:59][C:60]([N:63]4[CH:67]([CH2:68][CH3:69])[CH2:66][NH:65][C:64]4=[O:79])=[N:61][CH:62]=3)=[O:56])[CH2:53][CH2:54]2)=[N:44][CH:45]=[C:46]([CH3:48])[CH:47]=1. (4) Given the reactants Cl[C:2]1[N:7]=[CH:6][C:5]([S:8]([NH:11][C:12]2[S:13][CH:14]=[CH:15][N:16]=2)(=[O:10])=[O:9])=[CH:4][CH:3]=1.[OH-].[NH4+:18], predict the reaction product. The product is: [NH2:18][C:2]1[N:7]=[CH:6][C:5]([S:8]([NH:11][C:12]2[S:13][CH:14]=[CH:15][N:16]=2)(=[O:10])=[O:9])=[CH:4][CH:3]=1.